This data is from Full USPTO retrosynthesis dataset with 1.9M reactions from patents (1976-2016). The task is: Predict the reactants needed to synthesize the given product. (1) Given the product [OH:1][C:2]1[C:11]([OH:12])=[CH:10][CH:9]=[C:8]2[C:3]=1[CH2:4][CH2:5][NH:6][CH2:7]2, predict the reactants needed to synthesize it. The reactants are: [OH:1][C:2]1[C:11]([O:12]C)=[CH:10][CH:9]=[C:8]2[C:3]=1[CH2:4][CH2:5][N:6](C(OC(C)(C)C)=O)[CH2:7]2.B(Br)(Br)Br. (2) Given the product [C:10]([OH:12])(=[O:11])[CH2:2][CH2:3][CH2:4][CH2:9][CH2:8][CH2:7][CH2:6][CH2:5][CH2:13][CH2:14][CH3:15].[NH2:1][C@H:2]([C:10]([OH:12])=[O:11])[CH2:3][C:4]1[CH:9]=[CH:8][CH:7]=[CH:6][CH:5]=1, predict the reactants needed to synthesize it. The reactants are: [NH2:1][C@H:2]([C:10]([OH:12])=[O:11])[CH2:3][C:4]1[CH:9]=[CH:8][CH:7]=[CH:6][CH:5]=1.[CH2:13](O)[CH2:14][CH2:15]CCCCCCCCC.